This data is from Drug-target binding data from BindingDB using IC50 measurements. The task is: Regression. Given a target protein amino acid sequence and a drug SMILES string, predict the binding affinity score between them. We predict pIC50 (pIC50 = -log10(IC50 in M); higher means more potent). Dataset: bindingdb_ic50. The compound is CCN1CCC(c2ccc(Nc3ncc(C(F)(F)F)c(Cc4ccccc4C(N)=O)n3)c(OC)c2)CC1. The target protein sequence is DPGEVPLEEQCEYLSYDASQWEFPRERLHLGRVLGYGAFGKVVEASAFGIHKGSSCDTVAVKMLKEGATASEHRALMSELKILIHIGNHLNVVNLLGACTKPQGPLMVIVEFCKYGNLSNFLRAKRDAFSPSPLTMEDLVCYSFQVARGMEFLASRKCIHRDLAARNILLSESDVVKICDFGLARDIYKDPDYVRKGSARLPLKWMAPESIFDKVYTTQSDVWSFGVLLWEIFSLGASPYPGVQINEEFCQRLRDGTRMRAPELATPAIRRIMLNCWSGDPKARPAFSELVEILGDLLQGRG. The pIC50 is 4.9.